Dataset: Catalyst prediction with 721,799 reactions and 888 catalyst types from USPTO. Task: Predict which catalyst facilitates the given reaction. (1) The catalyst class is: 35. Reactant: [F:1][C:2]1[CH:3]=[N:4][N:5]([CH3:17])[C:6]=1[C:7]1[C:8]([CH3:16])=[C:9]([CH:13]=[CH:14][CH:15]=1)[C:10]([OH:12])=O.F[P-](F)(F)(F)(F)F.N1(OC(N(C)C)=[N+](C)C)C2N=CC=CC=2N=N1.CN1CCOCC1.Cl.[NH2:50][CH2:51][C:52]1[C:53](=[O:60])[NH:54][C:55]([CH3:59])=[CH:56][C:57]=1[CH3:58]. Product: [CH3:58][C:57]1[CH:56]=[C:55]([CH3:59])[NH:54][C:53](=[O:60])[C:52]=1[CH2:51][NH:50][C:10](=[O:12])[C:9]1[CH:13]=[CH:14][CH:15]=[C:7]([C:6]2[N:5]([CH3:17])[N:4]=[CH:3][C:2]=2[F:1])[C:8]=1[CH3:16]. (2) Reactant: C(OC([N:8]1[CH2:12][C@@H:11]([CH2:13][N:14]([CH:31]([CH3:33])[CH3:32])[C:15](=[O:30])[C:16]2[CH:21]=[CH:20][C:19]([O:22][CH3:23])=[C:18]([O:24][CH2:25][CH2:26][CH2:27][O:28][CH3:29])[CH:17]=2)[C@H:10]([NH2:34])[CH2:9]1)=O)(C)(C)C.[CH:35]1([CH:40]=O)[CH2:39][CH2:38][CH2:37][CH2:36]1.CC#N.O.CC#N. Product: [CH:35]1([CH2:40][NH:34][C@H:10]2[CH2:9][NH:8][CH2:12][C@@H:11]2[CH2:13][N:14]([CH:31]([CH3:33])[CH3:32])[C:15](=[O:30])[C:16]2[CH:21]=[CH:20][C:19]([O:22][CH3:23])=[C:18]([O:24][CH2:25][CH2:26][CH2:27][O:28][CH3:29])[CH:17]=2)[CH2:39][CH2:38][CH2:37][CH2:36]1. The catalyst class is: 6. (3) Reactant: [CH:1]1([N:6]([CH3:34])[C:7]2[C:8]([CH3:33])=[C:9]([CH:23]=[C:24]([C:26]3[CH2:27][CH2:28][N:29]([CH3:32])[CH2:30][CH:31]=3)[CH:25]=2)[C:10]([NH:12][CH2:13][C:14]2[C:15](=[O:22])[NH:16][C:17]([CH3:21])=[CH:18][C:19]=2[CH3:20])=[O:11])[CH2:5][CH2:4][CH2:3][CH2:2]1. Product: [CH:1]1([N:6]([CH3:34])[C:7]2[C:8]([CH3:33])=[C:9]([CH:23]=[C:24]([CH:26]3[CH2:31][CH2:30][N:29]([CH3:32])[CH2:28][CH2:27]3)[CH:25]=2)[C:10]([NH:12][CH2:13][C:14]2[C:15](=[O:22])[NH:16][C:17]([CH3:21])=[CH:18][C:19]=2[CH3:20])=[O:11])[CH2:5][CH2:4][CH2:3][CH2:2]1. The catalyst class is: 29. (4) Reactant: Cl[C:2]12[C:19](=[O:20])[C:18]3[C:13](=[CH:14][CH:15]=[CH:16][CH:17]=3)[C:3]1([OH:21])[O:4][C:5]1[CH:10]=[C:9]([CH3:11])[C:8]([CH3:12])=[CH:7][C:6]=12.[CH3:22][NH2:23]. Product: [OH:21][C:3]12[C:13]3[C:18](=[CH:17][CH:16]=[CH:15][CH:14]=3)[C:19](=[O:20])[C:2]1([NH:23][CH3:22])[C:6]1[CH:7]=[C:8]([CH3:12])[C:9]([CH3:11])=[CH:10][C:5]=1[O:4]2. The catalyst class is: 1. (5) Reactant: [CH:1]1([NH:7][C:8]2[N:16]=[C:15]([NH:17][C:18]3[CH:23]=[CH:22][C:21]([N:24]4[CH2:29][CH2:28][NH:27][CH2:26][CH2:25]4)=[CH:20][C:19]=3[O:30][CH3:31])[N:14]=[C:13]3[C:9]=2[N:10]=[CH:11][NH:12]3)[CH2:6][CH2:5][CH2:4][CH2:3][CH2:2]1.CCN=C=NCCCN(C)C.Cl.C1C=CC2N(O)N=NC=2C=1.O.C(N(CC)CC)C.[N:62]1[CH:67]=[CH:66][CH:65]=[CH:64][C:63]=1[C:68](O)=[O:69]. Product: [CH:1]1([NH:7][C:8]2[N:16]=[C:15]([NH:17][C:18]3[CH:23]=[CH:22][C:21]([N:24]4[CH2:25][CH2:26][N:27]([C:68]([C:63]5[CH:64]=[CH:65][CH:66]=[CH:67][N:62]=5)=[O:69])[CH2:28][CH2:29]4)=[CH:20][C:19]=3[O:30][CH3:31])[N:14]=[C:13]3[C:9]=2[N:10]=[CH:11][NH:12]3)[CH2:2][CH2:3][CH2:4][CH2:5][CH2:6]1. The catalyst class is: 3. (6) Reactant: [NH2:1][C:2](=[S:10])[CH:3]([CH3:9])[C:4]([O:6][CH2:7][CH3:8])=[O:5].Cl[CH2:12][C:13](=O)[CH3:14].C([O-])(O)=O.[Na+]. Product: [CH3:14][C:13]1[N:1]=[C:2]([CH:3]([CH3:9])[C:4]([O:6][CH2:7][CH3:8])=[O:5])[S:10][CH:12]=1. The catalyst class is: 3.